This data is from Reaction yield outcomes from USPTO patents with 853,638 reactions. The task is: Predict the reaction yield, written as a fraction of the theoretical maximum amount of product (1.0 means a 100% yield; for example, 0.34 means a 34% yield). (1) The reactants are [CH3:1][N:2]([C:9](=[O:18])[C:10]#[C:11][C:12]1[CH:17]=[CH:16][CH:15]=[CH:14][CH:13]=1)[CH2:3][C:4]([O:6]CC)=[O:5].[OH-].[Na+]. The catalyst is CO.O. The product is [CH3:1][N:2]([C:9](=[O:18])[C:10]#[C:11][C:12]1[CH:17]=[CH:16][CH:15]=[CH:14][CH:13]=1)[CH2:3][C:4]([OH:6])=[O:5]. The yield is 0.930. (2) The reactants are [CH2:1]([N:19]([CH2:87][CH2:88][CH2:89][CH2:90][CH2:91][CH2:92][CH2:93][CH2:94][CH2:95][CH2:96][CH2:97][CH2:98][CH2:99][CH2:100][CH2:101][CH2:102][CH2:103][CH3:104])[C:20]([CH2:22][CH2:23][CH:24]([CH:26]1[C:42]2([CH3:43])[CH:29]([CH:30]3[CH:39]([CH2:40][CH2:41]2)[C:38]2([CH3:44])[CH:33]([CH2:34][CH:35]([O:45][C:46](=[O:86])[NH:47][CH2:48][CH2:49][CH2:50][CH2:51][CH2:52][C:53]([N:55]4[CH2:59][CH:58]([OH:60])[CH2:57][CH:56]4[CH:61]([C:80]4[CH:85]=[CH:84][CH:83]=[CH:82][CH:81]=4)[O:62][CH:63]([C:72]4[CH:77]=[CH:76][C:75]([O:78][CH3:79])=[CH:74][CH:73]=4)[C:64]4[CH:69]=[CH:68][C:67]([O:70][CH3:71])=[CH:66][CH:65]=4)=[O:54])[CH2:36][CH2:37]2)[CH2:32][CH2:31]3)[CH2:28][CH2:27]1)[CH3:25])=[O:21])[CH2:2][CH2:3][CH2:4][CH2:5][CH2:6][CH2:7][CH2:8][CH2:9][CH2:10][CH2:11][CH2:12][CH2:13][CH2:14][CH2:15][CH2:16][CH2:17][CH3:18].[C:105]1(=[O:111])[O:110][C:108](=[O:109])[CH2:107][CH2:106]1.C(N(CC)CC)C. The catalyst is CN(C1C=CN=CC=1)C.ClCCl. The product is [CH3:71][O:70][C:67]1[CH:68]=[CH:69][C:64]([CH:63]([C:72]2[CH:77]=[CH:76][C:75]([O:78][CH3:79])=[CH:74][CH:73]=2)[O:62][CH:61]([C:80]2[CH:81]=[CH:82][CH:83]=[CH:84][CH:85]=2)[CH:56]2[N:55]([C:53](=[O:54])[CH2:52][CH2:51][CH2:50][CH2:49][CH2:48][NH:47][C:46]([O:45][CH:35]3[CH2:34][CH:33]4[C:38]([CH3:44])([CH:39]5[CH:30]([CH2:31][CH2:32]4)[CH:29]4[C:42]([CH3:43])([CH:26]([CH:24]([CH3:25])[CH2:23][CH2:22][C:20](=[O:21])[N:19]([CH2:1][CH2:2][CH2:3][CH2:4][CH2:5][CH2:6][CH2:7][CH2:8][CH2:9][CH2:10][CH2:11][CH2:12][CH2:13][CH2:14][CH2:15][CH2:16][CH2:17][CH3:18])[CH2:87][CH2:88][CH2:89][CH2:90][CH2:91][CH2:92][CH2:93][CH2:94][CH2:95][CH2:96][CH2:97][CH2:98][CH2:99][CH2:100][CH2:101][CH2:102][CH2:103][CH3:104])[CH2:27][CH2:28]4)[CH2:41][CH2:40]5)[CH2:37][CH2:36]3)=[O:86])[CH2:59][CH:58]([O:60][C:105](=[O:111])[CH2:106][CH2:107][C:108]([OH:110])=[O:109])[CH2:57]2)=[CH:65][CH:66]=1. The yield is 0.710. (3) The reactants are [CH3:1][N:2]1[C:10]2[C:5](=[CH:6][C:7]([N+:11]([O-])=O)=[CH:8][CH:9]=2)[CH2:4][C:3]1=[O:14].[Cl-].[NH4+]. The catalyst is C(O)C.O.ClCCl.[Fe]. The product is [NH2:11][C:7]1[CH:6]=[C:5]2[C:10](=[CH:9][CH:8]=1)[N:2]([CH3:1])[C:3](=[O:14])[CH2:4]2. The yield is 0.947. (4) The reactants are [CH3:1][O:2][C@H:3]1[CH2:11][C:10]2[C:5](=[CH:6][CH:7]=[CH:8][CH:9]=2)[C@H:4]1[NH2:12].[N:13]1[C:20]([Cl:21])=[N:19][C:17](Cl)=[N:16][C:14]=1[Cl:15].CCN(C(C)C)C(C)C.O. The catalyst is C1COCC1. The product is [Cl:15][C:14]1[N:13]=[C:20]([Cl:21])[N:19]=[C:17]([NH:12][C@@H:4]2[C:5]3[C:10](=[CH:9][CH:8]=[CH:7][CH:6]=3)[CH2:11][C@@H:3]2[O:2][CH3:1])[N:16]=1. The yield is 0.490. (5) The catalyst is Cl. The yield is 0.890. The product is [C:18]1([C:21]2[CH:22]=[CH:23][CH:24]=[CH:25][CH:26]=2)[CH:19]=[CH:20][C:15]([C:13]2[N:14]=[C:10]([CH2:9][CH2:8][NH2:7])[NH:11][CH:12]=2)=[CH:16][CH:17]=1. The reactants are C(OC(=O)[NH:7][CH2:8][CH2:9][C:10]1[NH:11][CH:12]=[C:13]([C:15]2[CH:20]=[CH:19][C:18]([C:21]3[CH:26]=[CH:25][CH:24]=[CH:23][CH:22]=3)=[CH:17][CH:16]=2)[N:14]=1)(C)(C)C.C(OCC)(=O)C. (6) The reactants are [CH:1]1([NH:6][C:7]2[N:12]3[N:13]=[C:14]([C:30]4[CH:35]=[CH:34][C:33]([O:36][CH3:37])=[CH:32][CH:31]=4)[C:15]([C:16]4[CH:21]=[CH:20][N:19]=[C:18]([NH:22][C:23]5[CH:24]=[C:25]([NH2:29])[CH:26]=[CH:27][CH:28]=5)[N:17]=4)=[C:11]3[CH:10]=[CH:9][CH:8]=2)[CH2:5][CH2:4][CH2:3][CH2:2]1.N([O-])=O.[Na+].[N-:42]=[N+:43]=[N-].[Na+].C(=O)(O)[O-].[Na+]. The catalyst is C(O)(=O)C.O.O.CCOCC. The product is [N:29]([C:25]1[CH:24]=[C:23]([CH:28]=[CH:27][CH:26]=1)[NH:22][C:18]1[N:17]=[C:16]([C:15]2[C:14]([C:30]3[CH:31]=[CH:32][C:33]([O:36][CH3:37])=[CH:34][CH:35]=3)=[N:13][N:12]3[C:7]([NH:6][CH:1]4[CH2:5][CH2:4][CH2:3][CH2:2]4)=[CH:8][CH:9]=[CH:10][C:11]=23)[CH:21]=[CH:20][N:19]=1)=[N+:42]=[N-:43]. The yield is 0.230.